From a dataset of Full USPTO retrosynthesis dataset with 1.9M reactions from patents (1976-2016). Predict the reactants needed to synthesize the given product. The reactants are: Cl.[CH2:2]1[C:11]2[C:6](=[CH:7][CH:8]=[CH:9][CH:10]=2)[CH2:5][CH2:4][N:3]1[CH2:12][C:13]([OH:15])=O.[CH2:16]([C@H:23]1[CH2:27][NH:26][C@H:25]([C:28]([NH:30][C:31]2[CH:36]=[CH:35][C:34]([O:37][C:38]3[CH:43]=[CH:42][C:41]([F:44])=[CH:40][CH:39]=3)=[CH:33][CH:32]=2)=[O:29])[CH2:24]1)[C:17]1[CH:22]=[CH:21][CH:20]=[CH:19][CH:18]=1. Given the product [CH2:16]([C@H:23]1[CH2:27][N:26]([C:13](=[O:15])[CH2:12][N:3]2[CH2:4][CH2:5][C:6]3[C:11](=[CH:10][CH:9]=[CH:8][CH:7]=3)[CH2:2]2)[C@H:25]([C:28]([NH:30][C:31]2[CH:36]=[CH:35][C:34]([O:37][C:38]3[CH:39]=[CH:40][C:41]([F:44])=[CH:42][CH:43]=3)=[CH:33][CH:32]=2)=[O:29])[CH2:24]1)[C:17]1[CH:18]=[CH:19][CH:20]=[CH:21][CH:22]=1, predict the reactants needed to synthesize it.